Dataset: Full USPTO retrosynthesis dataset with 1.9M reactions from patents (1976-2016). Task: Predict the reactants needed to synthesize the given product. Given the product [Cl:1][C:2]1[CH:7]=[CH:6][C:5](/[CH:8]=[CH:9]/[C:10]2[O:11][CH:18]=[C:16]([CH2:15][Cl:14])[N:12]=2)=[CH:4][C:3]=1[F:13], predict the reactants needed to synthesize it. The reactants are: [Cl:1][C:2]1[CH:7]=[CH:6][C:5](/[CH:8]=[CH:9]/[C:10]([NH2:12])=[O:11])=[CH:4][C:3]=1[F:13].[Cl:14][CH2:15][C:16]([CH2:18]Cl)=O.